From a dataset of Peptide-MHC class I binding affinity with 185,985 pairs from IEDB/IMGT. Regression. Given a peptide amino acid sequence and an MHC pseudo amino acid sequence, predict their binding affinity value. This is MHC class I binding data. (1) The peptide sequence is ALFHKVQSY. The MHC is HLA-A01:01 with pseudo-sequence HLA-A01:01. The binding affinity (normalized) is 0.0847. (2) The peptide sequence is ITKINTHLA. The MHC is HLA-B08:01 with pseudo-sequence HLA-B08:01. The binding affinity (normalized) is 0.0751.